Dataset: Reaction yield outcomes from USPTO patents with 853,638 reactions. Task: Predict the reaction yield, written as a fraction of the theoretical maximum amount of product (1.0 means a 100% yield; for example, 0.34 means a 34% yield). (1) The reactants are [F:1][C:2]1[CH:9]=[C:8]([OH:10])[C:7]([C:11]2(O)[C:19]3[C:14](=[CH:15][CH:16]=[CH:17][CH:18]=3)[N:13]([CH2:20][C:21]3[CH:26]=[CH:25][C:24]([O:27][CH3:28])=[CH:23][CH:22]=3)[C:12]2=[O:29])=[CH:6][C:3]=1[C:4]#[N:5].C([SiH](CC)CC)C.FC(F)(F)C(O)=O. No catalyst specified. The product is [F:1][C:2]1[CH:9]=[C:8]([OH:10])[C:7]([CH:11]2[C:19]3[C:14](=[CH:15][CH:16]=[CH:17][CH:18]=3)[N:13]([CH2:20][C:21]3[CH:22]=[CH:23][C:24]([O:27][CH3:28])=[CH:25][CH:26]=3)[C:12]2=[O:29])=[CH:6][C:3]=1[C:4]#[N:5]. The yield is 0.900. (2) The reactants are C(O[CH:4]=[C:5]1[C:16]2[C:8](=[CH:9][CH:10]=[C:11]3[C:15]=2[S:14][CH:13]=[N:12]3)[NH:7][C:6]1=[O:17])C.[NH2:18][C:19]1[CH:24]=[CH:23][C:22]([S:25]([NH:28][C:29]2[N:34]=[CH:33][CH:32]=[CH:31][N:30]=2)(=[O:27])=[O:26])=[CH:21][CH:20]=1. No catalyst specified. The product is [O:17]=[C:6]1[C:5](=[CH:4][NH:18][C:19]2[CH:24]=[CH:23][C:22]([S:25]([NH:28][C:29]3[N:30]=[CH:31][CH:32]=[CH:33][N:34]=3)(=[O:27])=[O:26])=[CH:21][CH:20]=2)[C:16]2[C:8](=[CH:9][CH:10]=[C:11]3[C:15]=2[S:14][CH:13]=[N:12]3)[NH:7]1. The yield is 0.290. (3) The reactants are Cl.C(N=C=NCCCN(C)C)C.[C:13]([O:16][CH:17]([CH2:43][O:44][CH:45]([CH3:47])[CH3:46])[CH2:18][O:19][C:20]1[CH:25]=[CH:24][C:23](/[CH:26]=[CH:27]/[C:28](O)=[O:29])=[C:22]([O:31][C:32]2[C:37]([Cl:38])=[CH:36][C:35]([C:39]([F:42])([F:41])[F:40])=[CH:34][N:33]=2)[CH:21]=1)(=[O:15])[CH3:14].[CH2:48]([S:53]([NH2:56])(=[O:55])=[O:54])[CH2:49][CH2:50][CH2:51][CH3:52].Cl. The catalyst is CN(C)C1C=CN=CC=1.C(#N)C. The product is [C:13]([O:16][CH:17]([CH2:43][O:44][CH:45]([CH3:47])[CH3:46])[CH2:18][O:19][C:20]1[CH:25]=[CH:24][C:23](/[CH:26]=[CH:27]/[C:28](=[O:29])[NH:56][S:53]([CH2:48][CH2:49][CH2:50][CH2:51][CH3:52])(=[O:55])=[O:54])=[C:22]([O:31][C:32]2[C:37]([Cl:38])=[CH:36][C:35]([C:39]([F:42])([F:41])[F:40])=[CH:34][N:33]=2)[CH:21]=1)(=[O:15])[CH3:14]. The yield is 0.760. (4) The reactants are C(Cl)(=O)C(Cl)=O.CS(C)=O.[C:11]([Si:15]([CH3:26])([CH3:25])[O:16][CH2:17][CH2:18][C:19]([CH3:24])([CH3:23])[CH2:20][CH2:21][OH:22])([CH3:14])([CH3:13])[CH3:12].C(N(CC)CC)C. The catalyst is ClCCl.O. The product is [C:11]([Si:15]([CH3:26])([CH3:25])[O:16][CH2:17][CH2:18][C:19]([CH3:24])([CH3:23])[CH2:20][CH:21]=[O:22])([CH3:14])([CH3:13])[CH3:12]. The yield is 0.710.